This data is from Full USPTO retrosynthesis dataset with 1.9M reactions from patents (1976-2016). The task is: Predict the reactants needed to synthesize the given product. (1) Given the product [CH2:1]([C:7]1[CH:12]=[CH:11][C:10]([CH:13]([C:27](=[O:31])[CH:28]([CH3:30])[CH3:29])[C:14]([O:16][CH2:17][CH3:18])=[O:15])=[CH:9][CH:8]=1)[CH2:2][CH2:3][CH2:4][CH2:5][CH3:6], predict the reactants needed to synthesize it. The reactants are: [CH2:1]([C:7]1[CH:12]=[CH:11][C:10]([CH2:13][C:14]([O:16][CH2:17][CH3:18])=[O:15])=[CH:9][CH:8]=1)[CH2:2][CH2:3][CH2:4][CH2:5][CH3:6].C(NC(C)C)(C)C.[Li].[C:27](Cl)(=[O:31])[CH:28]([CH3:30])[CH3:29]. (2) Given the product [Cl-:20].[CH:14]1([N:11]2[CH2:10][CH2:9][CH:8]([NH3+:7])[CH2:13][CH2:12]2)[CH2:18][CH2:17][CH2:16][CH2:15]1, predict the reactants needed to synthesize it. The reactants are: C(OC(=O)[NH:7][CH:8]1[CH2:13][CH2:12][N:11]([CH:14]2[CH2:18][CH2:17][CH2:16][CH2:15]2)[CH2:10][CH2:9]1)(C)(C)C.[ClH:20].O1CCCC1. (3) Given the product [N:15]1([CH2:14][CH2:13][NH:12][C:10]2[C:9]3[C:4](=[CH:5][CH:6]=[CH:7][CH:8]=3)[N:3]=[C:2]([NH:20][CH2:21][CH2:22][CH2:23][N:24]3[CH2:29][CH2:28][CH:27]([C:30]4[CH:31]=[C:32]([NH:36][C:37](=[O:39])[CH3:38])[CH:33]=[CH:34][CH:35]=4)[CH2:26][CH2:25]3)[N:11]=2)[CH2:19][CH2:18][CH2:17][CH2:16]1, predict the reactants needed to synthesize it. The reactants are: Cl[C:2]1[N:11]=[C:10]([NH:12][CH2:13][CH2:14][N:15]2[CH2:19][CH2:18][CH2:17][CH2:16]2)[C:9]2[C:4](=[CH:5][CH:6]=[CH:7][CH:8]=2)[N:3]=1.[NH2:20][CH2:21][CH2:22][CH2:23][N:24]1[CH2:29][CH2:28][CH:27]([C:30]2[CH:31]=[C:32]([NH:36][C:37](=[O:39])[CH3:38])[CH:33]=[CH:34][CH:35]=2)[CH2:26][CH2:25]1.